From a dataset of Catalyst prediction with 721,799 reactions and 888 catalyst types from USPTO. Predict which catalyst facilitates the given reaction. (1) Reactant: [NH2:1][C:2]1[CH:7]=[CH:6][C:5]([CH:8]([CH3:16])[C:9]([O:11][C:12]([CH3:15])([CH3:14])[CH3:13])=[O:10])=[CH:4][CH:3]=1.[Br:17]N1C(=O)CCC1=O.O. Product: [NH2:1][C:2]1[CH:3]=[CH:4][C:5]([CH:8]([CH3:16])[C:9]([O:11][C:12]([CH3:15])([CH3:14])[CH3:13])=[O:10])=[CH:6][C:7]=1[Br:17]. The catalyst class is: 3. (2) Reactant: C([N:8]1[C@@H:13]2[C@H:14]([C:16]3[N:17]=[N:18][N:19](C)[N:20]=3)[CH2:15][C@@:9]1([C:38]1[CH:43]=[CH:42][CH:41]=[CH:40][CH:39]=1)[C@H:10]([O:22][CH2:23][C:24]1[CH:29]=[C:28]([C:30]([F:33])([F:32])[F:31])[CH:27]=[C:26]([C:34]([F:37])([F:36])[F:35])[CH:25]=1)[CH2:11][CH2:12]2)C1C=CC=CC=1.[CH3:44]O. Product: [NH3:8].[F:37][C:34]([F:35])([F:36])[C:26]1[CH:25]=[C:24]([CH2:23][O:22][C@@H:10]2[CH2:11][CH2:12][C@@H:13]3[NH:8][C@@:9]2([C:38]2[CH:39]=[CH:40][CH:41]=[CH:42][CH:43]=2)[CH2:15][C@H:14]3[C:16]2[N:20]([CH3:44])[N:19]=[N:18][N:17]=2)[CH:29]=[C:28]([C:30]([F:31])([F:32])[F:33])[CH:27]=1. The catalyst class is: 45. (3) Reactant: [Cl:1][C:2]1[CH:3]=[C:4]([CH:8]=[CH:9][C:10]=1[OH:11])[C:5]([OH:7])=[O:6].C(N(C(C)C)CC)(C)C.[CH3:21][O:22][CH2:23]Cl.[OH-].[K+]. Product: [Cl:1][C:2]1[CH:3]=[C:4]([CH:8]=[CH:9][C:10]=1[O:11][CH2:21][O:22][CH3:23])[C:5]([OH:7])=[O:6]. The catalyst class is: 98. (4) Reactant: [Cl:1][C:2]1[C:3]([N:8]2[CH:12]=[CH:11][CH:10]=[C:9]2[CH:13]=[O:14])=[N:4][CH:5]=[CH:6][CH:7]=1.[I:15]N1C(=O)CCC1=O.O. Product: [Cl:1][C:2]1[C:3]([N:8]2[CH:12]=[C:11]([I:15])[CH:10]=[C:9]2[CH:13]=[O:14])=[N:4][CH:5]=[CH:6][CH:7]=1. The catalyst class is: 9. (5) Reactant: [CH3:1][C:2]([Si:5]([CH3:22])([CH3:21])[O:6][C@@H:7]1[CH2:11][N:10]([C:12]([O:14][C:15]([CH3:18])([CH3:17])[CH3:16])=[O:13])[C@@H:9]([CH2:19][OH:20])[CH2:8]1)([CH3:4])[CH3:3].[F:23][C:24]1[CH:29]=[CH:28][C:27](O)=[CH:26][CH:25]=1.C1C=CC(P(C2C=CC=CC=2)C2C=CC=CC=2)=CC=1.CCOC(/N=N/C(OCC)=O)=O. Product: [CH3:4][C:2]([Si:5]([CH3:22])([CH3:21])[O:6][C@@H:7]1[CH2:11][N:10]([C:12]([O:14][C:15]([CH3:16])([CH3:18])[CH3:17])=[O:13])[C@@H:9]([CH2:19][O:20][C:27]2[CH:28]=[CH:29][C:24]([F:23])=[CH:25][CH:26]=2)[CH2:8]1)([CH3:1])[CH3:3]. The catalyst class is: 56. (6) Reactant: C([Li])CCC.Br[C:7]1[C:16]2[C:11](=[CH:12][CH:13]=[CH:14][CH:15]=2)[C:10]([F:17])=[CH:9][CH:8]=1.[C:18](OCC)(=[O:24])[C:19]([O:21][CH2:22][CH3:23])=[O:20].Cl. Product: [F:17][C:10]1[C:11]2[C:16](=[CH:15][CH:14]=[CH:13][CH:12]=2)[C:7]([C:18](=[O:24])[C:19]([O:21][CH2:22][CH3:23])=[O:20])=[CH:8][CH:9]=1. The catalyst class is: 249. (7) Reactant: [I-:1].[Na+].Cl[CH2:4][CH2:5][CH2:6][N:7]1[C:11]2[CH:12]=[CH:13][CH:14]=[CH:15][C:10]=2[N:9]([CH3:16])[C:8]1=[O:17]. Product: [I:1][CH2:4][CH2:5][CH2:6][N:7]1[C:11]2[CH:12]=[CH:13][CH:14]=[CH:15][C:10]=2[N:9]([CH3:16])[C:8]1=[O:17]. The catalyst class is: 21. (8) The catalyst class is: 11. Product: [I-:18].[CH2:17]([N+:12]1[C:13]2[C:14]3[O:1][CH2:2][CH2:3][O:4][C:5]=3[CH:6]=[CH:7][C:8]=2[CH:9]=[CH:10][CH:11]=1)[CH:16]=[CH2:15]. Reactant: [O:1]1[C:14]2[C:13]3[N:12]=[CH:11][CH:10]=[CH:9][C:8]=3[CH:7]=[CH:6][C:5]=2[O:4][CH2:3][CH2:2]1.[CH2:15]([I:18])[CH:16]=[CH2:17]. (9) Reactant: [CH2:1]([O:8][C:9]([N:11]1[CH2:16][CH2:15][N:14]([S:17]([C:20]2[CH:25]=[CH:24][CH:23]=[CH:22][CH:21]=2)(=[O:19])=[O:18])[C@@H:13]([CH2:26][CH2:27][CH:28]2[CH2:32][C:31](=[CH2:33])[CH2:30][CH:29]2C(O)=O)[CH2:12]1)=[O:10])[C:2]1[CH:7]=[CH:6][CH:5]=[CH:4][CH:3]=1.C1C=CC(P([N:51]=[N+]=[N-])(C2C=CC=CC=2)=O)=CC=1.[CH3:54][Si:55]([CH3:60])([CH3:59])[CH2:56][CH2:57][OH:58].CCO[C:64](C)=[O:65]. Product: [CH2:33]=[C:31]1[CH2:32][CH:28]([CH2:27][CH2:26][C@@H:13]2[N:14]([S:17]([C:20]3[CH:21]=[CH:22][CH:23]=[CH:24][CH:25]=3)(=[O:19])=[O:18])[CH2:15][CH2:16][N:11]([C:9]([O:8][CH2:1][C:2]3[CH:7]=[CH:6][CH:5]=[CH:4][CH:3]=3)=[O:10])[CH2:12]2)[CH:29]([NH:51][C:64]([O:58][CH2:57][CH2:56][Si:55]([CH3:60])([CH3:59])[CH3:54])=[O:65])[CH2:30]1. The catalyst class is: 11. (10) Reactant: [Br:1][C:2]1[C:3](=O)[C:4]2[C:12](=[CH:13][CH:14]=1)[C:11]1[C:6](=[CH:7][C:8]([Br:15])=[CH:9][CH:10]=1)[CH:5]=2.[C:17]1([O:23][C:24]2[CH:29]=[CH:28][CH:27]=[CH:26][CH:25]=2)[CH:22]=[CH:21][CH:20]=[CH:19][CH:18]=1.CS(O)(=O)=O.S[CH2:36][CH2:37][C:38]([OH:40])=O. Product: [Br:1][C:2]1[CH:14]=[CH:13][C:12]2[C:11]3[C:6](=[CH:7][C:8]([Br:15])=[CH:9][CH:10]=3)[C:5]([C:2]3[CH:3]=[CH:4][C:12]([O:40][C:38]4[CH:37]=[CH:36][CH:7]=[CH:6][CH:5]=4)=[CH:13][CH:14]=3)([C:27]3[CH:26]=[CH:25][C:24]([O:23][C:17]4[CH:18]=[CH:19][CH:20]=[CH:21][CH:22]=4)=[CH:29][CH:28]=3)[C:4]=2[CH:3]=1. The catalyst class is: 5.